Dataset: Reaction yield outcomes from USPTO patents with 853,638 reactions. Task: Predict the reaction yield, written as a fraction of the theoretical maximum amount of product (1.0 means a 100% yield; for example, 0.34 means a 34% yield). (1) The reactants are [Br:1][C:2]1[CH:13]=[CH:12][C:5]2[O:6][CH2:7][CH2:8][CH2:9][C:10](=[O:11])[C:4]=2[CH:3]=1.C(N(CC)CC)C.[C:21]([Si:25]([CH3:34])([CH3:33])S(C(F)(F)F)(=O)=O)([CH3:24])([CH3:23])[CH3:22]. The catalyst is C(Cl)Cl. The product is [Br:1][C:2]1[CH:13]=[CH:12][C:5]2[O:6][CH2:7][CH2:8][CH:9]=[C:10]([O:11][Si:25]([C:21]([CH3:24])([CH3:23])[CH3:22])([CH3:34])[CH3:33])[C:4]=2[CH:3]=1. The yield is 0.810. (2) The reactants are [NH2:1][C:2]1[N:7]=[CH:6][N:5]=[C:4]2[N:8]([CH2:12][C@H:13]3[CH2:17][CH2:16][CH2:15][N:14]3[C:18]([O:20][C:21]([CH3:24])([CH3:23])[CH3:22])=[O:19])[N:9]=[C:10](I)[C:3]=12.[F:25][C:26]1[CH:31]=[C:30]([O:32][C:33]2[CH:38]=[CH:37][CH:36]=[CH:35][CH:34]=2)[CH:29]=[CH:28][C:27]=1B(O)O.O1CCOCC1.C(=O)([O-])[O-].[Na+].[Na+]. The catalyst is [Pd].C1(P(C2C=CC=CC=2)C2C=CC=CC=2)C=CC=CC=1.C1(P(C2C=CC=CC=2)C2C=CC=CC=2)C=CC=CC=1.C1(P(C2C=CC=CC=2)C2C=CC=CC=2)C=CC=CC=1.C1(P(C2C=CC=CC=2)C2C=CC=CC=2)C=CC=CC=1.O. The product is [NH2:1][C:2]1[N:7]=[CH:6][N:5]=[C:4]2[N:8]([CH2:12][C@H:13]3[CH2:17][CH2:16][CH2:15][N:14]3[C:18]([O:20][C:21]([CH3:24])([CH3:23])[CH3:22])=[O:19])[N:9]=[C:10]([C:27]3[CH:28]=[CH:29][C:30]([O:32][C:33]4[CH:38]=[CH:37][CH:36]=[CH:35][CH:34]=4)=[CH:31][C:26]=3[F:25])[C:3]=12. The yield is 0.800. (3) The reactants are [CH3:1][C:2]([C:5]1[CH:6]=[C:7]([C:16]2[N:17]=[C:18]([CH2:21][NH:22][CH3:23])[S:19][CH:20]=2)[CH:8]=[C:9]([C:12]([CH3:15])([CH3:14])[CH3:13])[C:10]=1[OH:11])([CH3:4])[CH3:3].[ClH:24]. The catalyst is CCOCC. The product is [ClH:24].[CH3:4][C:2]([C:5]1[CH:6]=[C:7]([C:16]2[N:17]=[C:18]([CH2:21][NH:22][CH3:23])[S:19][CH:20]=2)[CH:8]=[C:9]([C:12]([CH3:13])([CH3:14])[CH3:15])[C:10]=1[OH:11])([CH3:1])[CH3:3]. The yield is 0.920. (4) The catalyst is O1CCCC1. The yield is 0.500. The product is [C:50]([O:54][C:55]([N:57]1[CH2:62][CH2:61][CH2:60][CH:59]([CH2:43][C:42]([C:38]2[S:37][C:36]([C:33]3[CH:34]=[CH:35][C:30]([Cl:29])=[CH:31][CH:32]=3)=[N:40][C:39]=2[CH3:41])=[O:45])[CH2:58]1)=[O:56])([CH3:53])([CH3:51])[CH3:52]. The reactants are C([N-]C(C)C)(C)C.[Li+].CCCCCCC.O1CCCC1.C(C1C=CC=CC=1)C.[Cl:29][C:30]1[CH:35]=[CH:34][C:33]([C:36]2[S:37][C:38]([CH:42]([O:45][Si](C)(C)C)[C:43]#N)=[C:39]([CH3:41])[N:40]=2)=[CH:32][CH:31]=1.[C:50]([O:54][C:55]([N:57]1[CH2:62][CH2:61][CH2:60][CH:59](CI)[CH2:58]1)=[O:56])([CH3:53])([CH3:52])[CH3:51].Cl. (5) The reactants are [C:12]([O:11][C:9](O[C:9]([O:11][C:12]([CH3:15])([CH3:14])[CH3:13])=[O:10])=[O:10])([CH3:15])([CH3:14])[CH3:13].Br.[Br:17][CH2:18][CH2:19][NH2:20].CN1CCOCC1. The catalyst is C(OCC)(=O)C. The product is [CH3:15][C:12]([CH3:13])([O:11][C:9]([NH:20][CH2:19][CH2:18][Br:17])=[O:10])[CH3:14]. The yield is 0.880. (6) The reactants are [F:1][C:2]1[CH:7]=[CH:6][C:5]([C:8]2[CH:9]=[N:10][C:11]([N:14]3[CH2:19][CH2:18][N:17]([S:20]([CH2:23][C@H:24]([CH:29]([CH3:31])[CH3:30])[C:25]([NH:27][OH:28])=[O:26])(=[O:22])=[O:21])[CH2:16][CH2:15]3)=N[CH:13]=2)=[CH:4][CH:3]=1.F[C:33]1C=CC(C2C=CC(N3CCN(S(C[C@H](C(C)C)C(O)=O)(=O)=O)CC3)=NC=2)=CC=1. No catalyst specified. The product is [F:1][C:2]1[CH:3]=[CH:4][C:5]([C:8]2[CH:13]=[CH:33][C:11]([N:14]3[CH2:19][CH2:18][N:17]([S:20]([CH2:23][C@H:24]([CH:29]([CH3:31])[CH3:30])[C:25]([NH:27][OH:28])=[O:26])(=[O:22])=[O:21])[CH2:16][CH2:15]3)=[N:10][CH:9]=2)=[CH:6][CH:7]=1. The yield is 0.610. (7) The reactants are Cl[C:2]1[CH:7]=[CH:6][N:5]=[C:4]2[CH:8]=[C:9]([C:11]([N:13]3[CH2:17][CH2:16][C@@H:15]([O:18][CH3:19])[CH2:14]3)=[O:12])[S:10][C:3]=12.[CH3:20][NH:21][C:22]([C:24]1[C:25]2[CH:33]=[CH:32][C:31]([OH:34])=[CH:30][C:26]=2[S:27][C:28]=1[CH3:29])=[O:23].C([O-])([O-])=O.[Cs+].[Cs+]. No catalyst specified. The product is [CH3:20][NH:21][C:22]([C:24]1[C:25]2[CH:33]=[CH:32][C:31]([O:34][C:2]3[CH:7]=[CH:6][N:5]=[C:4]4[CH:8]=[C:9]([C:11]([N:13]5[CH2:17][CH2:16][C@@H:15]([O:18][CH3:19])[CH2:14]5)=[O:12])[S:10][C:3]=34)=[CH:30][C:26]=2[S:27][C:28]=1[CH3:29])=[O:23]. The yield is 0.820.